The task is: Predict the reactants needed to synthesize the given product.. This data is from Full USPTO retrosynthesis dataset with 1.9M reactions from patents (1976-2016). (1) Given the product [F:21][C@@H:19]1[CH2:20][N:16]([C:14](=[O:15])[CH2:13][NH:12][C:7]23[CH2:6][CH2:5][C:4]([C:1]([NH:24][C:25]4[CH:26]=[CH:27][C:28]([C:29]([O:31][C:32]([CH3:35])([CH3:34])[CH3:33])=[O:30])=[CH:36][CH:37]=4)=[O:2])([CH2:9][CH2:8]2)[CH2:11][CH2:10]3)[C@H:17]([C:22]#[N:23])[CH2:18]1, predict the reactants needed to synthesize it. The reactants are: [C:1]([C:4]12[CH2:11][CH2:10][C:7]([NH:12][CH2:13][C:14]([N:16]3[CH2:20][C@@H:19]([F:21])[CH2:18][C@H:17]3[C:22]#[N:23])=[O:15])([CH2:8][CH2:9]1)[CH2:6][CH2:5]2)(O)=[O:2].[NH2:24][C:25]1[CH:37]=[CH:36][C:28]([C:29]([O:31][C:32]([CH3:35])([CH3:34])[CH3:33])=[O:30])=[CH:27][CH:26]=1. (2) Given the product [C:21]([N:16]1[C:15](=[O:25])[C:14]2[N:8]3[CH2:7][CH2:6][C:5]4[CH:4]=[C:3]([O:31][CH3:32])[C:2]([C:38]5[S:42][CH:41]=[N:40][CH:39]=5)=[CH:11][C:10]=4[C:9]3=[C:12]([C:26]3[S:30][CH:29]=[N:28][CH:27]=3)[C:13]=2[CH2:20][O:19][CH2:18][CH2:17]1)([CH3:22])([CH3:24])[CH3:23], predict the reactants needed to synthesize it. The reactants are: Br[C:2]1[C:3]([O:31][CH3:32])=[CH:4][C:5]2[CH2:6][CH2:7][N:8]3[C:14]4[C:15](=[O:25])[N:16]([C:21]([CH3:24])([CH3:23])[CH3:22])[CH2:17][CH2:18][O:19][CH2:20][C:13]=4[C:12]([C:26]4[S:30][CH:29]=[N:28][CH:27]=4)=[C:9]3[C:10]=2[CH:11]=1.C([Sn](CCCC)(CCCC)[C:38]1[S:42][CH:41]=[N:40][CH:39]=1)CCC. (3) Given the product [CH:1]([C:4]1[N:5]=[C:6]([N:9]([CH2:21][C:22]2[CH:41]=[CH:40][C:25]([CH2:26][O:27][C:28]3[CH:33]=[CH:32][C:31]([CH2:34][CH2:35][C:36]([OH:38])=[O:37])=[CH:30][CH:29]=3)=[CH:24][CH:23]=2)[CH2:10][CH2:11][C:12]2[CH:17]=[CH:16][CH:15]=[CH:14][N:13]=2)[S:7][CH:8]=1)([CH3:3])[CH3:2], predict the reactants needed to synthesize it. The reactants are: [CH:1]([C:4]1[N:5]=[C:6]([NH:9][CH2:10][CH2:11][C:12]2[CH:17]=[CH:16][CH:15]=[CH:14][N:13]=2)[S:7][CH:8]=1)([CH3:3])[CH3:2].[H-].[Na+].Cl[CH2:21][C:22]1[CH:41]=[CH:40][C:25]([CH2:26][O:27][C:28]2[CH:33]=[CH:32][C:31]([CH2:34][CH2:35][C:36]([O:38]C)=[O:37])=[CH:30][CH:29]=2)=[CH:24][CH:23]=1.[OH-].[Na+].Cl.